Dataset: M1 muscarinic receptor agonist screen with 61,833 compounds. Task: Binary Classification. Given a drug SMILES string, predict its activity (active/inactive) in a high-throughput screening assay against a specified biological target. (1) The result is 0 (inactive). The molecule is O(c1cc(CCNC(=O)CCc2onc(n2)c2ccc(OC)cc2)ccc1OCC)CC. (2) The molecule is Fc1cc2c(C(=O)N3CCN(CC3)c3ncccn3)cc(nc2cc1)C. The result is 0 (inactive).